This data is from Forward reaction prediction with 1.9M reactions from USPTO patents (1976-2016). The task is: Predict the product of the given reaction. (1) The product is: [CH3:1][C:2]1[N:3]=[C:4]([NH:11][C:12]([N:32]2[CH2:31][CH2:30][N:29]([C:24]3[CH:25]=[CH:26][CH:27]=[CH:28][C:23]=3[S:22][CH3:21])[CH2:34][CH2:33]2)=[O:20])[C:5]([O:9][CH3:10])=[N:6][C:7]=1[CH3:8]. Given the reactants [CH3:1][C:2]1[N:3]=[C:4]([NH:11][C:12](=[O:20])OC2C=CC=CC=2)[C:5]([O:9][CH3:10])=[N:6][C:7]=1[CH3:8].[CH3:21][S:22][C:23]1[CH:28]=[CH:27][CH:26]=[CH:25][C:24]=1[N:29]1[CH2:34][CH2:33][NH:32][CH2:31][CH2:30]1, predict the reaction product. (2) Given the reactants Cl[C:2]1[N:3]([CH2:10][C:11]2[CH:18]=[CH:17][CH:16]=[CH:15][C:12]=2[C:13]#[N:14])[C:4](=[O:9])[C:5]([F:8])=[CH:6][N:7]=1.Cl.Cl.[NH2:21][C@@H:22]1[CH2:27][CH2:26][CH2:25][NH:24][CH2:23]1.C(=O)([O-])[O-].[K+].[K+].C(OC(C)C)(=O)C.Cl, predict the reaction product. The product is: [NH2:21][C@@H:22]1[CH2:27][CH2:26][CH2:25][N:24]([C:2]2[N:3]([CH2:10][C:11]3[CH:18]=[CH:17][CH:16]=[CH:15][C:12]=3[C:13]#[N:14])[C:4](=[O:9])[C:5]([F:8])=[CH:6][N:7]=2)[CH2:23]1. (3) The product is: [OH:13][C:7]1[CH:6]=[C:5]([OH:17])[C:4]([CH:1]([CH3:2])[CH3:3])=[CH:12][C:8]=1[C:9]1[N:36]([C:40]2[CH:39]=[CH:44][C:43]([O:61][CH3:60])=[CH:42][CH:41]=2)[C:31](=[S:32])[NH:30][N:29]=1. Given the reactants [CH:1]([C:4]1[C:5]([O:17]COC)=[CH:6][C:7]([O:13]COC)=[C:8]([CH:12]=1)[C:9](O)=O)([CH3:3])[CH3:2].COC1C=CC([NH:29][NH:30][C:31](N)=[S:32])=CC=1.O.O[N:36]1[C:40]2[CH:41]=[CH:42][CH:43]=[CH:44][C:39]=2N=N1.CN(C)CCCN=C=NCC.[Cl-].[Na+].CN(C)[CH:60]=[O:61], predict the reaction product. (4) Given the reactants [N:1]12[CH2:8][CH2:7][CH:4]([CH2:5][CH2:6]1)[C:3](=O)[CH2:2]2.[OH-].[K+].CCOP(OCC)([CH2:17][C:18]#[N:19])=O.[Na+].[Cl-], predict the reaction product. The product is: [C:18]([CH:17]=[C:3]1[CH:4]2[CH2:7][CH2:8][N:1]([CH2:6][CH2:5]2)[CH2:2]1)#[N:19]. (5) Given the reactants [N:1]1[CH:6]=[CH:5][C:4]([CH2:7][CH2:8][NH2:9])=[CH:3][CH:2]=1.[Cl:10][C:11]1[CH:16]=[CH:15][N:14]=[C:13]2[CH:17]=[C:18]([C:20]([O-])=[O:21])[S:19][C:12]=12.[Li+], predict the reaction product. The product is: [N:1]1[CH:6]=[CH:5][C:4]([CH2:7][CH2:8][NH:9][C:20]([C:18]2[S:19][C:12]3[C:13](=[N:14][CH:15]=[CH:16][C:11]=3[Cl:10])[CH:17]=2)=[O:21])=[CH:3][CH:2]=1. (6) The product is: [ClH:35].[O:38]1[CH2:39][CH2:40][C@@H:36]([N:8]([CH2:9][C@H:10]2[CH2:15][CH2:14][CH2:13][N:12]([C:16]3[C:25]4[C:20](=[CH:21][C:22]([CH3:26])=[CH:23][CH:24]=4)[N:19]=[C:18]([C:27]4[CH:32]=[CH:31][CH:30]=[CH:29][C:28]=4[OH:33])[N:17]=3)[CH2:11]2)[C:7](=[O:34])[OH:6])[CH2:37]1. Given the reactants O1CC[C@@H]([O:6][C:7](=[O:34])[NH:8][CH2:9][C@@H:10]2[CH2:15][CH2:14][CH2:13][N:12]([C:16]3[C:25]4[C:20](=[CH:21][C:22]([CH3:26])=[CH:23][CH:24]=4)[N:19]=[C:18]([C:27]4[CH:32]=[CH:31][CH:30]=[CH:29][C:28]=4[OH:33])[N:17]=3)[CH2:11]2)C1.[ClH:35].[CH3:36][CH2:37][O:38][CH2:39][CH3:40], predict the reaction product.